Dataset: Cav3 T-type calcium channel HTS with 100,875 compounds. Task: Binary Classification. Given a drug SMILES string, predict its activity (active/inactive) in a high-throughput screening assay against a specified biological target. (1) The result is 0 (inactive). The drug is Clc1ccc(C(=O)NCC(OCC(=O)N)=O)cc1. (2) The compound is O(Cc1n(N)c(=O)c2c(n1)cccc2)c1ccccc1. The result is 0 (inactive). (3) The compound is S1n2[nH]c(cc2=NC1Nc1ccccc1)C. The result is 0 (inactive). (4) The molecule is Clc1c(CSCC(=O)NCc2occc2)c(Cl)ccc1. The result is 0 (inactive). (5) The compound is O=C(N1CCc2c(C1)cccc2)Cn1nc(nn1)c1c(NC(=O)CC(C)C)cccc1. The result is 0 (inactive).